Dataset: Peptide-MHC class I binding affinity with 185,985 pairs from IEDB/IMGT. Task: Regression. Given a peptide amino acid sequence and an MHC pseudo amino acid sequence, predict their binding affinity value. This is MHC class I binding data. (1) The peptide sequence is KPKPAVRFAI. The MHC is HLA-A31:01 with pseudo-sequence HLA-A31:01. The binding affinity (normalized) is 0. (2) The peptide sequence is WPLLPHVIF. The MHC is HLA-B54:01 with pseudo-sequence HLA-B54:01. The binding affinity (normalized) is 0.617. (3) The peptide sequence is LPSLEYGANY. The MHC is HLA-B51:01 with pseudo-sequence HLA-B51:01. The binding affinity (normalized) is 0. (4) The peptide sequence is VERLKHGTFG. The MHC is HLA-B18:01 with pseudo-sequence HLA-B18:01. The binding affinity (normalized) is 0.0279. (5) The peptide sequence is VVIQHTPI. The MHC is H-2-Kb with pseudo-sequence H-2-Kb. The binding affinity (normalized) is 0.559. (6) The peptide sequence is HYMLKHLVW. The MHC is HLA-A24:02 with pseudo-sequence HLA-A24:02. The binding affinity (normalized) is 0.936.